Regression. Given a peptide amino acid sequence and an MHC pseudo amino acid sequence, predict their binding affinity value. This is MHC class II binding data. From a dataset of Peptide-MHC class II binding affinity with 134,281 pairs from IEDB. (1) The peptide sequence is IKAVRGDLNFVNRAN. The MHC is DRB1_0101 with pseudo-sequence DRB1_0101. The binding affinity (normalized) is 0.391. (2) The peptide sequence is DPIYKRKVLELAAAL. The MHC is HLA-DQA10501-DQB10301 with pseudo-sequence HLA-DQA10501-DQB10301. The binding affinity (normalized) is 0.101. (3) The peptide sequence is NKEVDRLMSMKSIQK. The MHC is DRB1_0101 with pseudo-sequence DRB1_0101. The binding affinity (normalized) is 0.778. (4) The binding affinity (normalized) is 0.501. The MHC is DRB4_0101 with pseudo-sequence DRB4_0103. The peptide sequence is NMLTHSINSLISDNL. (5) The binding affinity (normalized) is 0.428. The peptide sequence is AMTDTTPFGQQRVFK. The MHC is DRB4_0103 with pseudo-sequence DRB4_0103. (6) The peptide sequence is QEPFKNLKTGKYAKM. The MHC is HLA-DQA10101-DQB10501 with pseudo-sequence HLA-DQA10101-DQB10501. The binding affinity (normalized) is 0.0396. (7) The peptide sequence is GELQIVDKINAAFKI. The MHC is DRB1_1201 with pseudo-sequence DRB1_1201. The binding affinity (normalized) is 0.716.